This data is from Full USPTO retrosynthesis dataset with 1.9M reactions from patents (1976-2016). The task is: Predict the reactants needed to synthesize the given product. (1) Given the product [CH2:40]([O:47][C:48]1[CH:49]=[CH:50][C:51]([CH2:54][CH2:55][O:20][C:17]2[CH:18]=[CH:19][C:14]([CH2:13][CH2:12][NH:11][C:4]3[C:5]4[C:10](=[N:9][CH:8]=[CH:7][N:6]=4)[N:1]=[CH:2][N:3]=3)=[CH:15][CH:16]=2)=[CH:52][CH:53]=1)[C:41]1[CH:42]=[CH:43][CH:44]=[CH:45][CH:46]=1, predict the reactants needed to synthesize it. The reactants are: [N:1]1[C:10]2[C:5](=[N:6][CH:7]=[CH:8][N:9]=2)[C:4]([NH:11][CH2:12][CH2:13][C:14]2[CH:19]=[CH:18][C:17]([OH:20])=[CH:16][CH:15]=2)=[N:3][CH:2]=1.C1(P(C2C=CC=CC=2)C2C=CC=CC=2)C=CC=CC=1.[CH2:40]([O:47][C:48]1[CH:53]=[CH:52][C:51]([CH2:54][CH2:55]O)=[CH:50][CH:49]=1)[C:41]1[CH:46]=[CH:45][CH:44]=[CH:43][CH:42]=1.CC(OC(/N=N/C(OC(C)C)=O)=O)C. (2) Given the product [O:50]=[C:49]([N:51]1[CH2:52][CH2:53][N:54]([C:57](=[O:68])[C:58]2[CH:63]=[CH:62][CH:61]=[CH:60][C:59]=2[C:64]([F:67])([F:66])[F:65])[CH2:55][CH2:56]1)[CH2:48][NH:47][C:21](=[O:23])[C:20]1[CH:19]=[CH:18][C:17]([NH:16][C:10]2[CH:11]=[CH:12][CH:13]=[CH:14][CH:15]=2)=[CH:25][CH:24]=1, predict the reactants needed to synthesize it. The reactants are: CCN(C(C)C)C(C)C.[C:10]1([NH:16][C:17]2[CH:25]=[CH:24][C:20]([C:21]([OH:23])=O)=[CH:19][CH:18]=2)[CH:15]=[CH:14][CH:13]=[CH:12][CH:11]=1.CCN=C=NCCCN(C)C.C1C=CC2N(O)N=NC=2C=1.[NH2:47][CH2:48][C:49]([N:51]1[CH2:56][CH2:55][N:54]([C:57](=[O:68])[C:58]2[CH:63]=[CH:62][CH:61]=[CH:60][C:59]=2[C:64]([F:67])([F:66])[F:65])[CH2:53][CH2:52]1)=[O:50].C(O)(C(F)(F)F)=O. (3) Given the product [CH3:26][N:27]([CH3:31])[CH2:28][CH2:29][NH:30][C:6]([NH:7][C:8]1[S:9][C:10]2[C:16]([C:17]3[CH:22]=[CH:21][CH:20]=[CH:19][CH:18]=3)=[CH:15][CH:14]=[C:13]([O:23][CH3:24])[C:11]=2[N:12]=1)=[O:5], predict the reactants needed to synthesize it. The reactants are: C([O:5][C:6](=O)[NH:7][C:8]1[S:9][C:10]2[C:16]([C:17]3[CH:22]=[CH:21][CH:20]=[CH:19][CH:18]=3)=[CH:15][CH:14]=[C:13]([O:23][CH3:24])[C:11]=2[N:12]=1)(C)(C)C.[CH3:26][N:27]([CH3:31])[CH2:28][CH2:29][NH2:30]. (4) Given the product [F:1][C:2]1[CH:11]=[C:10]2[C:5]([CH:6]=[C:7]([CH:18]([OH:19])[CH2:23][CH2:22][CH:21]=[CH2:20])[C:8]([C:12]3[CH:17]=[CH:16][CH:15]=[CH:14][CH:13]=3)=[N:9]2)=[CH:4][CH:3]=1, predict the reactants needed to synthesize it. The reactants are: [F:1][C:2]1[CH:11]=[C:10]2[C:5]([CH:6]=[C:7]([CH:18]=[O:19])[C:8]([C:12]3[CH:17]=[CH:16][CH:15]=[CH:14][CH:13]=3)=[N:9]2)=[CH:4][CH:3]=1.[CH2:20]([Mg]Br)[CH2:21][CH:22]=[CH2:23].